From a dataset of Full USPTO retrosynthesis dataset with 1.9M reactions from patents (1976-2016). Predict the reactants needed to synthesize the given product. Given the product [Cl:12][C:10]1[N:9]=[C:8]([C:13]2[CH:18]=[CH:17][CH:16]=[CH:15][CH:14]=2)[N:7]=[C:6]([NH:5][C:3](=[O:4])[CH2:2][N:31]2[CH2:32][CH2:33][N:28]([CH2:27]/[CH:26]=[CH:25]/[C:19]3[CH:24]=[CH:23][CH:22]=[CH:21][CH:20]=3)[CH2:29][CH2:30]2)[CH:11]=1, predict the reactants needed to synthesize it. The reactants are: Br[CH2:2][C:3]([NH:5][C:6]1[CH:11]=[C:10]([Cl:12])[N:9]=[C:8]([C:13]2[CH:18]=[CH:17][CH:16]=[CH:15][CH:14]=2)[N:7]=1)=[O:4].[C:19]1(/[CH:25]=[CH:26]/[CH2:27][N:28]2[CH2:33][CH2:32][NH:31][CH2:30][CH2:29]2)[CH:24]=[CH:23][CH:22]=[CH:21][CH:20]=1.C(N(CC)C(C)C)(C)C.